This data is from Full USPTO retrosynthesis dataset with 1.9M reactions from patents (1976-2016). The task is: Predict the reactants needed to synthesize the given product. (1) Given the product [Br:1][C:2]1[C:11]2[C:6](=[CH:7][C:8]([Br:12])=[CH:9][CH:10]=2)[CH:5]=[C:4]([CH2:13][C:18]2[CH:23]=[CH:22][CH:21]=[CH:20][CH:19]=2)[C:3]=1[O:16][CH3:26].[Br:1][C:2]1[C:11]2[C:6](=[CH:7][C:8]([Br:12])=[CH:9][CH:10]=2)[CH:5]=[C:4]([CH2:13][C:26]2[CH:31]=[CH:30][CH:29]=[CH:28][CH:27]=2)[C:3]=1[OH:16], predict the reactants needed to synthesize it. The reactants are: [Br:1][C:2]1[C:11]2[C:6](=[CH:7][C:8]([Br:12])=[CH:9][CH:10]=2)[CH:5]=[C:4]([C:13](O)=O)[C:3]=1[OH:16].Cl[C:18]1[CH:23]=[CH:22][C:21](Br)=[CH:20][CH:19]=1.Br[C:26]1[CH:31]=[CH:30][CH:29]=[CH:28][CH:27]=1. (2) Given the product [CH3:1][O:2][C:3]1[C:12]([NH:13][C:14]([N:34]2[CH2:33][CH2:32][N:31]([C:26]3[CH:27]=[CH:28][CH:29]=[CH:30][C:25]=3[O:24][CH3:23])[CH2:36][CH2:35]2)=[S:22])=[N:11][C:10]2[C:5](=[CH:6][CH:7]=[CH:8][CH:9]=2)[N:4]=1, predict the reactants needed to synthesize it. The reactants are: [CH3:1][O:2][C:3]1[C:12]([NH:13][C:14](=[S:22])OC2C=CC=CC=2)=[N:11][C:10]2[C:5](=[CH:6][CH:7]=[CH:8][CH:9]=2)[N:4]=1.[CH3:23][O:24][C:25]1[CH:30]=[CH:29][CH:28]=[CH:27][C:26]=1[N:31]1[CH2:36][CH2:35][NH:34][CH2:33][CH2:32]1.C1CCN2C(=NCCC2)CC1. (3) Given the product [Br:12][C:13]1[CH:14]=[CH:15][C:16]2[N:17]([CH:19]=[C:20]([C:22]([NH:11][CH2:10][C:3]3[C:4]([CH3:9])=[CH:5][C:6]([Cl:8])=[CH:7][C:2]=3[Cl:1])=[O:23])[N:21]=2)[CH:18]=1, predict the reactants needed to synthesize it. The reactants are: [Cl:1][C:2]1[CH:7]=[C:6]([Cl:8])[CH:5]=[C:4]([CH3:9])[C:3]=1[CH2:10][NH2:11].[Br:12][C:13]1[CH:14]=[CH:15][C:16]2[N:17]([CH:19]=[C:20]([C:22](OCC)=[O:23])[N:21]=2)[CH:18]=1. (4) The reactants are: [OH-].[K+].Br[CH2:4][CH:5]([CH3:7])[CH3:6].[Br:8][C:9]1[CH:14]=[CH:13][C:12]([CH2:15][CH2:16][OH:17])=[CH:11][CH:10]=1.O. Given the product [Br:8][C:9]1[CH:14]=[CH:13][C:12]([CH2:15][CH2:16][O:17][CH2:4][CH:5]([CH3:7])[CH3:6])=[CH:11][CH:10]=1, predict the reactants needed to synthesize it. (5) Given the product [CH3:29][O:39][C:36](=[O:37])[C:2]1[CH:24]=[C:23]([C:25]([F:26])([F:27])[F:28])[CH:22]=[C:4]([C:5]([N:7]([C:9]2[CH:10]=[N:11][CH:12]=[CH:13][C:14]=2[C:15]2[CH:20]=[CH:19][CH:18]=[CH:17][C:16]=2[Cl:21])[CH3:8])=[O:6])[CH:3]=1, predict the reactants needed to synthesize it. The reactants are: Br[C:2]1[CH:3]=[C:4]([CH:22]=[C:23]([C:25]([F:28])([F:27])[F:26])[CH:24]=1)[C:5]([N:7]([C:9]1[CH:10]=[N:11][CH:12]=[CH:13][C:14]=1[C:15]1[CH:20]=[CH:19][CH:18]=[CH:17][C:16]=1[Cl:21])[CH3:8])=[O:6].[CH3:29]CN(CC)CC.[C:36]([O-:39])(O)=[O:37].[Na+]. (6) Given the product [ClH:22].[C:1]([C:5]1[CH:10]=[CH:9][C:8]([C:11]2[N:12]([C:30]([N:42]3[CH2:43][CH2:44][N:39]([CH2:38][CH2:37][OH:36])[CH2:40][CH2:41]3)=[O:31])[C@H:13]([C:23]3[CH:28]=[CH:27][C:26]([Cl:29])=[CH:25][CH:24]=3)[C@H:14]([C:16]3[CH:21]=[CH:20][C:19]([Cl:22])=[CH:18][CH:17]=3)[N:15]=2)=[C:7]([O:33][CH2:34][CH3:35])[CH:6]=1)([CH3:4])([CH3:2])[CH3:3], predict the reactants needed to synthesize it. The reactants are: [C:1]([C:5]1[CH:10]=[CH:9][C:8]([C:11]2[N:12]([C:30](Cl)=[O:31])[C@H:13]([C:23]3[CH:28]=[CH:27][C:26]([Cl:29])=[CH:25][CH:24]=3)[C@H:14]([C:16]3[CH:21]=[CH:20][C:19]([Cl:22])=[CH:18][CH:17]=3)[N:15]=2)=[C:7]([O:33][CH2:34][CH3:35])[CH:6]=1)([CH3:4])([CH3:3])[CH3:2].[OH:36][CH2:37][CH2:38][N:39]1[CH2:44][CH2:43][NH:42][CH2:41][CH2:40]1. (7) Given the product [C:1]([C:5]1[CH:10]=[CH:9][CH:8]=[CH:7][C:6]=1[N:11]1[CH2:12][CH2:13][N:14]([C:17](=[O:27])[C:18]([NH:20][CH:21]2[CH2:22][CH2:23][S:24](=[O:36])[CH2:25][CH2:26]2)=[O:19])[CH2:15][CH2:16]1)([CH3:4])([CH3:2])[CH3:3], predict the reactants needed to synthesize it. The reactants are: [C:1]([C:5]1[CH:10]=[CH:9][CH:8]=[CH:7][C:6]=1[N:11]1[CH2:16][CH2:15][N:14]([C:17](=[O:27])[C:18]([NH:20][CH:21]2[CH2:26][CH2:25][S:24][CH2:23][CH2:22]2)=[O:19])[CH2:13][CH2:12]1)([CH3:4])([CH3:3])[CH3:2].ClC1C=CC=C(C(OO)=[O:36])C=1.C([O-])(O)=O.[Na+]. (8) Given the product [C:24]([C:27]1[S:31][C:30]([N:32]2[CH2:36][CH2:35][N:34]([CH2:37][C:38]3[CH:47]=[CH:46][C:41]([C:42]([OH:44])=[O:43])=[CH:40][CH:39]=3)[C:33]2=[O:48])=[N:29][C:28]=1[CH3:49])(=[O:26])[CH3:25], predict the reactants needed to synthesize it. The reactants are: CC1N=C(N2CCN(C3C=CC=CC=3)C2=O)SC=1C(OCC)=O.[C:24]([C:27]1[S:31][C:30]([N:32]2[CH2:36][CH2:35][N:34]([CH2:37][C:38]3[CH:47]=[CH:46][C:41]([C:42]([O:44]C)=[O:43])=[CH:40][CH:39]=3)[C:33]2=[O:48])=[N:29][C:28]=1[CH3:49])(=[O:26])[CH3:25]. (9) Given the product [ClH:22].[C:1]1([C:7]([C:9]2[N:10]=[C:11]3[CH:16]=[CH:15][C:14]([C:17]([F:20])([F:18])[F:19])=[CH:13][N:12]3[CH:21]=2)=[O:8])[CH:6]=[CH:5][CH:4]=[CH:3][CH:2]=1, predict the reactants needed to synthesize it. The reactants are: [C:1]1([C:7]([C:9]2[N:10]=[C:11]3[CH:16]=[CH:15][C:14]([C:17]([F:20])([F:19])[F:18])=[CH:13][N:12]3[CH:21]=2)=[O:8])[CH:6]=[CH:5][CH:4]=[CH:3][CH:2]=1.[ClH:22].C(OCC)C.